Dataset: Forward reaction prediction with 1.9M reactions from USPTO patents (1976-2016). Task: Predict the product of the given reaction. (1) Given the reactants CO[C:3]([C:5]1[C:6]([OH:31])=[C:7]2[C:12](=[C:13]([C:15]#[N:16])[N:14]=1)[N:11]([CH2:17][C:18]1[CH:23]=[CH:22][CH:21]=[CH:20][CH:19]=1)[C:10](=[O:24])[C:9]([C:25]1[CH:30]=[CH:29][CH:28]=[CH:27][CH:26]=1)=[CH:8]2)=[O:4].[NH2:32][C@@H:33]([C:41]([OH:43])=[O:42])[CH2:34][C:35]1[CH:40]=[CH:39][CH:38]=[CH:37][CH:36]=1.C[O-].[Na+], predict the reaction product. The product is: [CH2:17]([N:11]1[C:12]2[C:7](=[C:6]([OH:31])[C:5]([C:3]([NH:32][C@H:33]([CH2:34][C:35]3[CH:40]=[CH:39][CH:38]=[CH:37][CH:36]=3)[C:41]([OH:43])=[O:42])=[O:4])=[N:14][C:13]=2[C:15]#[N:16])[CH:8]=[C:9]([C:25]2[CH:26]=[CH:27][CH:28]=[CH:29][CH:30]=2)[C:10]1=[O:24])[C:18]1[CH:19]=[CH:20][CH:21]=[CH:22][CH:23]=1. (2) Given the reactants [CH3:1][C:2]1[CH:3]=[CH:4][C:5]([N+:11]([O-:13])=[O:12])=[C:6]([CH:10]=1)[C:7]([NH2:9])=O.P(Cl)(Cl)(Cl)=O.N, predict the reaction product. The product is: [CH3:1][C:2]1[CH:3]=[CH:4][C:5]([N+:11]([O-:13])=[O:12])=[C:6]([CH:10]=1)[C:7]#[N:9]. (3) Given the reactants [C:1]([C:4]1[CH:9]=[CH:8][C:7]([B:10]([OH:12])[OH:11])=[CH:6][CH:5]=1)([OH:3])=O.C(Cl)(=O)C(Cl)=O.Cl.[NH2:20][CH2:21][C:22]#[N:23].CCN(C(C)C)C(C)C, predict the reaction product. The product is: [C:21]([CH2:22][NH:23][C:1]([C:4]1[CH:9]=[CH:8][C:7]([B:10]([OH:12])[OH:11])=[CH:6][CH:5]=1)=[O:3])#[N:20]. (4) Given the reactants C([O:8][C:9]1[CH:10]=[C:11]([CH:30]=[CH:31][C:32]=1[O:33]CC1C=CC=CC=1)[CH2:12][N:13]1[C:22]2[CH2:21][CH2:20][NH:19][CH2:18][CH2:17][C:16]=2[C:15]([C:23]2[CH:28]=[CH:27][C:26]([Cl:29])=[CH:25][CH:24]=2)=[N:14]1)C1C=CC=CC=1.B(Br)(Br)Br, predict the reaction product. The product is: [Cl:29][C:26]1[CH:27]=[CH:28][C:23]([C:15]2[C:16]3[CH2:17][CH2:18][NH:19][CH2:20][CH2:21][C:22]=3[N:13]([CH2:12][C:11]3[CH:10]=[C:9]([OH:8])[C:32]([OH:33])=[CH:31][CH:30]=3)[N:14]=2)=[CH:24][CH:25]=1. (5) Given the reactants [F:1][C:2]1[CH:24]=[CH:23][CH:22]=[C:21]([F:25])[C:3]=1[C:4]([NH:6][C:7]1[C:16]2[C:11](=[CH:12][CH:13]=[CH:14][CH:15]=2)[C:10]([S:17](Cl)(=[O:19])=[O:18])=[CH:9][CH:8]=1)=[O:5].[N:26]([CH:29]([CH3:31])C)=[C:27]=[O:28], predict the reaction product. The product is: [C:27]([N:26]1[CH2:29][CH2:31][CH:4]([NH:6][S:17]([C:10]2[C:11]3[C:16](=[CH:15][CH:14]=[CH:13][CH:12]=3)[C:7]([NH:6][C:4](=[O:5])[C:3]3[C:2]([F:1])=[CH:24][CH:23]=[CH:22][C:21]=3[F:25])=[CH:8][CH:9]=2)(=[O:19])=[O:18])[CH2:3][CH2:2]1)(=[O:28])[CH2:8][CH2:7][CH3:16]. (6) The product is: [CH:5]1([NH:8][C:9]([NH:11][C:12]2[CH:17]=[CH:16][CH:15]=[C:14]([C:18]3[CH:23]=[CH:22][CH:21]=[C:20]([N:24]4[CH2:28][CH2:27][CH2:26][CH2:25]4)[N:19]=3)[CH:13]=2)=[O:10])[CH2:6][CH2:7][CH2:2][CH2:3][CH2:4]1. Given the reactants Cl[C:2]1[CH:7]=[CH:6][C:5]([NH:8][C:9]([NH:11][C:12]2[CH:17]=[CH:16][CH:15]=[C:14]([C:18]3[CH:23]=[CH:22][CH:21]=[C:20]([N:24]4[CH2:28][CH2:27][CH2:26][CH2:25]4)[N:19]=3)[CH:13]=2)=[O:10])=[CH:4][CH:3]=1.C1(N)CCCCC1.CCN(C(C)C)C(C)C, predict the reaction product. (7) Given the reactants [C:1]1([C:7]2[CH:8]=[C:9]3[N:15]=[C:14]([CH2:16][CH2:17][CH:18]4[N:24]=[C:23]([NH2:25])[CH2:22][CH2:21][CH2:20][CH2:19]4)[NH:13][C:10]3=[N:11][CH:12]=2)[CH:6]=[CH:5][CH:4]=[CH:3][CH:2]=1.[CH3:26][N:27]([CH2:56][CH:57]1[CH2:61][CH2:60][CH2:59][O:58]1)[S:28](C1C=CC(C2C=C3N=C(CCC4CCCCC(=S)N4)NC3=NC=2)=CC=1)(=[O:30])=[O:29].N, predict the reaction product. The product is: [NH2:25][C:23]1[CH2:22][CH2:21][CH2:20][CH2:19][CH:18]([CH2:17][CH2:16][C:14]2[NH:13][C:10]3=[N:11][CH:12]=[C:7]([C:1]4[CH:2]=[CH:3][C:4]([S:28]([N:27]([CH3:26])[CH2:56][CH:57]5[CH2:61][CH2:60][CH2:59][O:58]5)(=[O:29])=[O:30])=[CH:5][CH:6]=4)[CH:8]=[C:9]3[N:15]=2)[N:24]=1. (8) Given the reactants [C:1]1(C)[CH:6]=[CH:5][CH:4]=[CH:3][CH:2]=1.[C:8]([CH2:10][C:11]([NH2:13])=[O:12])#[N:9].C1(=O)CCCCC1.C([O-])(=O)C.[NH4+], predict the reaction product. The product is: [C:1]1(=[C:10]([C:8]#[N:9])[C:11]([NH2:13])=[O:12])[CH2:6][CH2:5][CH2:4][CH2:3][CH2:2]1. (9) Given the reactants Br[C:2]1[CH:7]=[CH:6][C:5]([C:8]2([C:11]([F:14])([F:13])[F:12])[CH2:10][CH2:9]2)=[CH:4][CH:3]=1.[C:15](=[O:22])([O:17][C:18]([CH3:21])([CH3:20])[CH3:19])[NH2:16].CC1(C)C2C(=C(P(C3C=CC=CC=3)C3C=CC=CC=3)C=CC=2)OC2C(P(C3C=CC=CC=3)C3C=CC=CC=3)=CC=CC1=2.C(=O)([O-])[O-].[Cs+].[Cs+], predict the reaction product. The product is: [F:12][C:11]([F:14])([F:13])[C:8]1([C:5]2[CH:6]=[CH:7][C:2]([NH:16][C:15](=[O:22])[O:17][C:18]([CH3:21])([CH3:20])[CH3:19])=[CH:3][CH:4]=2)[CH2:10][CH2:9]1.